Task: Predict the reaction yield, written as a fraction of the theoretical maximum amount of product (1.0 means a 100% yield; for example, 0.34 means a 34% yield).. Dataset: Reaction yield outcomes from USPTO patents with 853,638 reactions (1) The reactants are [F:1][C:2]1[CH:7]=[CH:6][C:5]([C:8]2[N:9]=[C:10]([CH2:13][CH2:14][NH2:15])[S:11][CH:12]=2)=[CH:4][CH:3]=1.[F:16][C:17]([F:33])([F:32])[C:18]1[O:22][N:21]=[C:20]([C:23]2[CH:24]=[C:25]([CH:29]=[CH:30][CH:31]=2)[C:26](O)=[O:27])[N:19]=1. No catalyst specified. The product is [F:1][C:2]1[CH:3]=[CH:4][C:5]([C:8]2[N:9]=[C:10]([CH2:13][CH2:14][NH:15][C:26](=[O:27])[C:25]3[CH:29]=[CH:30][CH:31]=[C:23]([C:20]4[N:19]=[C:18]([C:17]([F:33])([F:32])[F:16])[O:22][N:21]=4)[CH:24]=3)[S:11][CH:12]=2)=[CH:6][CH:7]=1. The yield is 0.860. (2) The reactants are [F:1][C:2]1[CH:7]=[CH:6][C:5]([CH:8]([OH:38])[CH2:9][N:10]2[C:15](=[O:16])[C:14]([CH2:17][C:18]3[CH:23]=[CH:22][C:21]([C:24]4[C:25]([C:30]#[N:31])=[CH:26][CH:27]=[CH:28][CH:29]=4)=[CH:20][CH:19]=3)=[C:13]([CH2:32][CH2:33][CH3:34])[N:12]3[N:35]=[CH:36][N:37]=[C:11]23)=[CH:4][CH:3]=1.N1C(C)=CC=CC=1C.O1CCCC1.FC(F)(F)S(O[Si:58]([C:61]([CH3:64])([CH3:63])[CH3:62])([CH3:60])[CH3:59])(=O)=O. The catalyst is C(OCC)(=O)C. The product is [Si:58]([O:38][CH:8]([C:5]1[CH:6]=[CH:7][C:2]([F:1])=[CH:3][CH:4]=1)[CH2:9][N:10]1[C:15](=[O:16])[C:14]([CH2:17][C:18]2[CH:23]=[CH:22][C:21]([C:24]3[C:25]([C:30]#[N:31])=[CH:26][CH:27]=[CH:28][CH:29]=3)=[CH:20][CH:19]=2)=[C:13]([CH2:32][CH2:33][CH3:34])[N:12]2[N:35]=[CH:36][N:37]=[C:11]12)([C:61]([CH3:64])([CH3:63])[CH3:62])([CH3:60])[CH3:59]. The yield is 0.580. (3) The reactants are [C:1]1([CH:7]2[CH:16]=[CH:15][C:14]3[C:9](=[CH:10][CH:11]=[CH:12][CH:13]=3)[O:8]2)[CH:6]=[CH:5][CH:4]=[CH:3][CH:2]=1.B.C1C[O:21]CC1.[OH-].[Na+].OO. The catalyst is CCOCC.O. The product is [C:1]1([C@@H:7]2[C@@H:16]([OH:21])[CH2:15][C:14]3[C:9](=[CH:10][CH:11]=[CH:12][CH:13]=3)[O:8]2)[CH:2]=[CH:3][CH:4]=[CH:5][CH:6]=1. The yield is 0.630. (4) The reactants are [C:1]1([C@@H:7]([NH:9][C:10]2[N:15]=[C:14]([N:16]3[C:20]4[CH:21]=[C:22]([NH2:25])[CH:23]=[CH:24][C:19]=4[N:18]=[CH:17]3)[CH:13]=[N:12][CH:11]=2)[CH3:8])[CH:6]=[CH:5][CH:4]=[CH:3][CH:2]=1.[CH3:26][O:27][CH2:28][C:29](Cl)=[O:30]. No catalyst specified. The product is [CH3:26][O:27][CH2:28][C:29]([NH:25][C:22]1[CH:23]=[CH:24][C:19]2[N:18]=[CH:17][N:16]([C:14]3[CH:13]=[N:12][CH:11]=[C:10]([NH:9][C@H:7]([C:1]4[CH:6]=[CH:5][CH:4]=[CH:3][CH:2]=4)[CH3:8])[N:15]=3)[C:20]=2[CH:21]=1)=[O:30]. The yield is 0.250. (5) The reactants are [CH3:1][C:2]([N:6]1[C:11](=[O:12])[CH2:10][C:9](=[O:13])[N:8]([C:14]([CH3:18])([CH3:17])[CH2:15][CH3:16])[C:7]1=[O:19])([CH3:5])[CH2:3][CH3:4].C(N(C(C)C)CC)(C)C.[N:29]([CH2:32][C:33]([O:35]CC)=[O:34])=[C:30]=[O:31]. The catalyst is ClCCl. The product is [CH3:18][C:14]([N:8]1[C:9]([OH:13])=[C:10]([C:30]([NH:29][CH2:32][C:33]([OH:35])=[O:34])=[O:31])[C:11](=[O:12])[N:6]([C:2]([CH3:1])([CH3:5])[CH2:3][CH3:4])[C:7]1=[O:19])([CH3:17])[CH2:15][CH3:16]. The yield is 0.460.